Regression/Classification. Given a drug SMILES string, predict its absorption, distribution, metabolism, or excretion properties. Task type varies by dataset: regression for continuous measurements (e.g., permeability, clearance, half-life) or binary classification for categorical outcomes (e.g., BBB penetration, CYP inhibition). Dataset: cyp3a4_veith. From a dataset of CYP3A4 inhibition data for predicting drug metabolism from PubChem BioAssay. (1) The molecule is COc1ccc(OC)c([C@H](O)CNC(=O)CN)c1. The result is 0 (non-inhibitor). (2) The result is 1 (inhibitor). The molecule is NS(=O)(=O)c1ccc(NCc2ccccc2OCc2ccccc2F)cc1.